From a dataset of Forward reaction prediction with 1.9M reactions from USPTO patents (1976-2016). Predict the product of the given reaction. Given the reactants [O:1]1[C:5]2[CH:6]=[CH:7][CH:8]=[C:9]([N:10]3[CH2:15][CH2:14][N:13]([CH2:16][CH2:17][C@H:18]4[CH2:23][CH2:22][C@H:21]([NH:24][C:25]([C:27]5([OH:30])[CH2:29][CH2:28]5)=[O:26])[CH2:20][CH2:19]4)[CH2:12][CH2:11]3)[C:4]=2[O:3][CH2:2]1.[H-].[Na+].[CH3:33]I, predict the reaction product. The product is: [O:1]1[C:5]2[CH:6]=[CH:7][CH:8]=[C:9]([N:10]3[CH2:11][CH2:12][N:13]([CH2:16][CH2:17][C@H:18]4[CH2:23][CH2:22][C@H:21]([NH:24][C:25]([C:27]5([O:30][CH3:33])[CH2:29][CH2:28]5)=[O:26])[CH2:20][CH2:19]4)[CH2:14][CH2:15]3)[C:4]=2[O:3][CH2:2]1.